This data is from Reaction yield outcomes from USPTO patents with 853,638 reactions. The task is: Predict the reaction yield, written as a fraction of the theoretical maximum amount of product (1.0 means a 100% yield; for example, 0.34 means a 34% yield). (1) The reactants are [CH:1]([Mg]Br)=[CH2:2].[Br:5][C:6]1[C:7]([CH3:15])=[N:8][CH:9]=[C:10]([N+:12]([O-])=O)[CH:11]=1. The catalyst is C1COCC1. The product is [Br:5][C:6]1[C:7]([CH3:15])=[N:8][CH:9]=[C:10]2[NH:12][CH:1]=[CH:2][C:11]=12. The yield is 0.0100. (2) The reactants are Br[CH2:2][CH2:3]C.[CH2:5]([O:12][C@@H:13]1[CH2:18][CH2:17][C@H:16]([C:19](=[O:21])[CH3:20])[CH2:15][CH2:14]1)[C:6]1[CH:11]=[CH:10][CH:9]=[CH:8][CH:7]=1. The catalyst is C1COCC1. The product is [CH2:5]([O:12][C@@H:13]1[CH2:18][CH2:17][C@H:16]([C:19](=[O:21])[CH2:20][CH2:2][CH3:3])[CH2:15][CH2:14]1)[C:6]1[CH:11]=[CH:10][CH:9]=[CH:8][CH:7]=1. The yield is 0.500. (3) The catalyst is ClCCCl.ClC(Cl)C. The yield is 0.690. The reactants are [N+:1]([C:4]1[CH:12]=[C:11]2[C:7]([CH2:8][CH2:9][C:10]2=O)=[CH:6][CH:5]=1)([O-:3])=[O:2].[CH2:14]([NH2:17])[C:15]#[CH:16].C(O[BH-](OC(=O)C)OC(=O)C)(=O)C.[Na+].C(OCC)(=O)C. The product is [N+:1]([C:4]1[CH:12]=[C:11]2[C:7]([CH2:8][CH2:9][CH:10]2[NH:17][CH2:14][C:15]#[CH:16])=[CH:6][CH:5]=1)([O-:3])=[O:2]. (4) The reactants are [NH2:1][C:2](=[O:54])[CH2:3][CH2:4][C:5]1[CH:6]=[C:7]([CH2:44][N:45](C)[C:46](=O)OC(C)(C)C)[CH:8]=[CH:9][C:10]=1[C:11]([N:13]1[CH2:18][CH2:17][CH2:16][C@@H:15]([C:19]([C:29]2[CH:34]=[CH:33][CH:32]=[C:31]([Cl:35])[C:30]=2[C:36]2[CH:41]=[CH:40][CH:39]=[C:38]([CH2:42][CH3:43])[CH:37]=2)([OH:28])[CH2:20][CH2:21][CH2:22][NH:23][C:24]([O:26][CH3:27])=[O:25])[CH2:14]1)=[O:12].Cl. The catalyst is C(#N)C. The product is [NH2:1][C:2](=[O:54])[CH2:3][CH2:4][C:5]1[CH:6]=[C:7]([CH2:44][NH:45][CH3:46])[CH:8]=[CH:9][C:10]=1[C:11]([N:13]1[CH2:18][CH2:17][CH2:16][C@@H:15]([C:19]([C:29]2[CH:34]=[CH:33][CH:32]=[C:31]([Cl:35])[C:30]=2[C:36]2[CH:41]=[CH:40][CH:39]=[C:38]([CH2:42][CH3:43])[CH:37]=2)([OH:28])[CH2:20][CH2:21][CH2:22][NH:23][C:24](=[O:25])[O:26][CH3:27])[CH2:14]1)=[O:12]. The yield is 0.990. (5) The reactants are [Br:1][C:2]1[CH:7]=[CH:6][C:5](I)=[C:4]([O:9][CH3:10])[CH:3]=1.[NH2:11][C:12]1[CH:17]=[CH:16][C:15]([S:18][CH2:19][C:20]2[CH:25]=[CH:24][CH:23]=[CH:22][CH:21]=2)=[CH:14][C:13]=1/[CH:26]=[CH:27]/[C:28]([O:30][CH2:31][CH3:32])=[O:29].C(=O)([O-])[O-].[Cs+].[Cs+].C1(OC)CCCC1. The catalyst is C1C=CC(/C=C/C(/C=C/C2C=CC=CC=2)=O)=CC=1.C1C=CC(/C=C/C(/C=C/C2C=CC=CC=2)=O)=CC=1.C1C=CC(/C=C/C(/C=C/C2C=CC=CC=2)=O)=CC=1.[Pd].[Pd].CC1(C)C2C(=C(P(C3C=CC=CC=3)C3C=CC=CC=3)C=CC=2)OC2C(P(C3C=CC=CC=3)C3C=CC=CC=3)=CC=CC1=2.O. The product is [CH2:19]([S:18][C:15]1[CH:16]=[CH:17][C:12]([NH:11][C:5]2[CH:6]=[CH:7][C:2]([Br:1])=[CH:3][C:4]=2[O:9][CH3:10])=[C:13](/[CH:26]=[CH:27]/[C:28]([O:30][CH2:31][CH3:32])=[O:29])[CH:14]=1)[C:20]1[CH:21]=[CH:22][CH:23]=[CH:24][CH:25]=1. The yield is 0.910.